Dataset: Full USPTO retrosynthesis dataset with 1.9M reactions from patents (1976-2016). Task: Predict the reactants needed to synthesize the given product. (1) Given the product [N:4]1[CH:5]=[CH:6][CH:7]=[C:2]([O:1][C:10](=[O:11])[N:9]([CH3:8])[C:13]2[CH:18]=[CH:17][CH:16]=[CH:15][CH:14]=2)[CH:3]=1, predict the reactants needed to synthesize it. The reactants are: [OH:1][C:2]1[CH:3]=[N:4][CH:5]=[CH:6][CH:7]=1.[CH3:8][N:9]([C:13]1[CH:18]=[CH:17][CH:16]=[CH:15][CH:14]=1)[C:10](Cl)=[O:11]. (2) Given the product [C:1]([C:3]1[C:12]2[C:7](=[CH:8][CH:9]=[C:10]([O:13][C:14]3[CH:19]=[CH:18][CH:17]=[CH:16][CH:15]=3)[CH:11]=2)[C:6]([OH:20])=[C:5]([C:21]([NH:25][C@@H:26]([C:31]2[CH:36]=[CH:35][CH:34]=[CH:33][CH:32]=2)[CH2:27][C:28]([OH:30])=[O:29])=[O:22])[N:4]=1)#[N:2], predict the reactants needed to synthesize it. The reactants are: [C:1]([C:3]1[C:12]2[C:7](=[CH:8][CH:9]=[C:10]([O:13][C:14]3[CH:19]=[CH:18][CH:17]=[CH:16][CH:15]=3)[CH:11]=2)[C:6]([OH:20])=[C:5]([C:21](OC)=[O:22])[N:4]=1)#[N:2].[NH2:25][C@@H:26]([C:31]1[CH:36]=[CH:35][CH:34]=[CH:33][CH:32]=1)[CH2:27][C:28]([OH:30])=[O:29].C[O-].[Na+]. (3) The reactants are: [C:1]([O:5][C:6](=[O:26])[NH:7][C:8]1[CH:13]=[CH:12][C:11]([C:14]2[C:22]([F:23])=[C:21]3[C:17]([C:18](N)=[N:19][NH:20]3)=[CH:16][CH:15]=2)=[CH:10][C:9]=1[F:25])([CH3:4])([CH3:3])[CH3:2].[S:27]1[CH:31]=[CH:30][C:29]([C:32](Cl)=[O:33])=[CH:28]1.[N:35]1C=CC=CC=1. Given the product [F:23][C:22]1[C:14]([C:11]2[CH:12]=[CH:13][C:8]([NH:7][C:6]([O:5][C:1]([CH3:4])([CH3:2])[CH3:3])=[O:26])=[C:9]([F:25])[CH:10]=2)=[CH:15][CH:16]=[C:17]2[C:21]=1[NH:20][N:19]=[C:18]2[C:28]1[S:27][CH:31]=[CH:30][C:29]=1[C:32]([NH2:35])=[O:33], predict the reactants needed to synthesize it. (4) Given the product [CH3:12][O:11][N:9]([CH3:10])[C:7]([C:6]1[C:2]([N:22]2[CH2:26][CH2:25][CH2:24][CH2:23]2)=[N:3][N:4]([CH2:13][C:14]2[CH:19]=[CH:18][C:17]([O:20][CH3:21])=[CH:16][CH:15]=2)[CH:5]=1)=[O:8], predict the reactants needed to synthesize it. The reactants are: Cl[C:2]1[C:6]([C:7]([N:9]([O:11][CH3:12])[CH3:10])=[O:8])=[CH:5][N:4]([CH2:13][C:14]2[CH:19]=[CH:18][C:17]([O:20][CH3:21])=[CH:16][CH:15]=2)[N:3]=1.[NH:22]1[CH2:26][CH2:25][CH2:24][CH2:23]1.CCOC(C)=O. (5) Given the product [C:1]1([CH:7]2[CH2:9][CH:8]2[CH2:10][NH:11][C:12]([C:14]2[N:15]=[N:16][C:17]([N:24]3[CH2:25][CH2:26][N:21]([C:27](=[O:28])[C:29]4[CH:34]=[CH:33][CH:32]=[CH:31][C:30]=4[C:35]([F:38])([F:36])[F:37])[CH2:22][CH2:23]3)=[CH:18][CH:19]=2)=[O:13])[CH:6]=[CH:5][CH:4]=[CH:3][CH:2]=1, predict the reactants needed to synthesize it. The reactants are: [C:1]1([CH:7]2[CH2:9][CH:8]2[CH2:10][NH:11][C:12]([C:14]2[N:15]=[N:16][C:17](Cl)=[CH:18][CH:19]=2)=[O:13])[CH:6]=[CH:5][CH:4]=[CH:3][CH:2]=1.[N:21]1([C:27]([C:29]2[CH:34]=[CH:33][CH:32]=[CH:31][C:30]=2[C:35]([F:38])([F:37])[F:36])=[O:28])[CH2:26][CH2:25][NH:24][CH2:23][CH2:22]1. (6) Given the product [C:1]([NH:9][C:10]([NH:12][C:13]1([C:30]2[CH:35]=[CH:34][CH:33]=[CH:32][CH:31]=2)[CH:17]([CH2:18][OH:19])[CH2:16][N:15]([C:20]([O:22][CH2:23][C:24]2[CH:25]=[CH:26][CH:27]=[CH:28][CH:29]=2)=[O:21])[CH2:14]1)=[S:11])(=[O:8])[C:2]1[CH:7]=[CH:6][CH:5]=[CH:4][CH:3]=1, predict the reactants needed to synthesize it. The reactants are: [C:1]([N:9]=[C:10]=[S:11])(=[O:8])[C:2]1[CH:7]=[CH:6][CH:5]=[CH:4][CH:3]=1.[NH2:12][C:13]1([C:30]2[CH:35]=[CH:34][CH:33]=[CH:32][CH:31]=2)[CH:17]([CH2:18][OH:19])[CH2:16][N:15]([C:20]([O:22][CH2:23][C:24]2[CH:29]=[CH:28][CH:27]=[CH:26][CH:25]=2)=[O:21])[CH2:14]1.